This data is from Reaction yield outcomes from USPTO patents with 853,638 reactions. The task is: Predict the reaction yield, written as a fraction of the theoretical maximum amount of product (1.0 means a 100% yield; for example, 0.34 means a 34% yield). (1) The reactants are BrC1C=CC(N=C=S)=CC=1.NC1C=C(C)C=CC=1O.[Br:20][C:21]1[CH:26]=[CH:25][C:24]([NH:27][C:28]([NH:30][C:31]2[CH:36]=[C:35]([CH3:37])[CH:34]=[CH:33][C:32]=2[OH:38])=S)=[CH:23][CH:22]=1.Cl.CN(C)CCCN=C=NCC. The catalyst is C(O)C.CCOCC. The product is [Br:20][C:21]1[CH:26]=[CH:25][C:24]([NH:27][C:28]2[O:38][C:32]3[CH:33]=[CH:34][C:35]([CH3:37])=[CH:36][C:31]=3[N:30]=2)=[CH:23][CH:22]=1. The yield is 0.600. (2) The reactants are [NH2:1][C:2]1[CH:10]=[CH:9][C:5]([C:6]([OH:8])=O)=[CH:4][CH:3]=1.[CH3:11][N:12]([CH3:16])[CH2:13][CH2:14][NH2:15].CCN=C=NCCCN(C)C.C1C=CC2N(O)N=NC=2C=1. The catalyst is CN(C=O)C.[OH-].[Na+]. The product is [NH2:1][C:2]1[CH:3]=[CH:4][C:5]([C:6]([NH:15][CH2:14][CH2:13][N:12]([CH3:16])[CH3:11])=[O:8])=[CH:9][CH:10]=1. The yield is 0.400. (3) The reactants are CCN(C(C)C)C(C)C.ClC1C=CC=CC=1C(NC(=O)N[C:18]1[S:19][C:20]2[CH:26]=[C:25](S(CCN(CCO)C)(=O)=O)[CH:24]=[CH:23][C:21]=2[N:22]=1)=O.[Cl:42]C(OC(C)C)=O.[NH3:49].[CH2:50]1C[O:53][CH2:52][CH2:51]1. No catalyst specified. The product is [Cl:42][C:23]1[CH:24]=[CH:25][C:26]([C:20]2[S:19][CH:18]=[N:22][CH:21]=2)=[CH:50][C:51]=1[C:52]([NH2:49])=[O:53]. The yield is 0.610. (4) The reactants are Br[CH2:2][C:3]1[CH:12]=[CH:11][C:6]([C:7](OC)=[O:8])=[CH:5][CH:4]=1.C(=O)([O-])[O-].[K+].[K+].[CH3:19][N:20]1[C:24]([C:25]2[CH:30]=[CH:29][C:28]([OH:31])=[CH:27][CH:26]=2)=[CH:23][C:22]([C:32]([F:35])([F:34])[F:33])=[N:21]1.[OH-].[Li+].Cl.CN(C)CCCN=C=NCC.[CH3:50][S:51]([NH2:54])(=[O:53])=[O:52]. The catalyst is CN(C)C=O.O.ClCCl.CN(C)C1C=CN=CC=1. The product is [CH2:24]([NH:20][CH2:12][CH3:3])[CH3:23].[CH3:50][S:51]([NH:54][C:7](=[O:8])[C:6]1[CH:11]=[CH:12][C:3]([CH2:2][O:31][C:28]2[CH:27]=[CH:26][C:25]([C:24]3[N:20]([CH3:19])[N:21]=[C:22]([C:32]([F:33])([F:34])[F:35])[CH:23]=3)=[CH:30][CH:29]=2)=[CH:4][CH:5]=1)(=[O:53])=[O:52]. The yield is 0.220. (5) The reactants are [Cl:1][C:2]1[CH:7]=[CH:6][CH:5]=[CH:4][C:3]=1[NH:8][C:9]([C:12]1[S:25][C:15]2[C:16]3[CH:24]=[N:23][CH:22]=[CH:21][C:17]=3[O:18][CH2:19][CH2:20][C:14]=2[CH:13]=1)=[N:10][NH2:11].C1N=CN([C:31](N2C=NC=C2)=[O:32])C=1. The catalyst is CN(C)C=O. The product is [S:25]1[C:15]2[C:16]3[CH:24]=[N:23][CH:22]=[CH:21][C:17]=3[O:18][CH2:19][CH2:20][C:14]=2[CH:13]=[C:12]1[C:9]1[N:8]([C:3]2[CH:4]=[CH:5][CH:6]=[CH:7][C:2]=2[Cl:1])[C:31](=[O:32])[NH:11][N:10]=1. The yield is 0.310.